From a dataset of CYP1A2 inhibition data for predicting drug metabolism from PubChem BioAssay. Regression/Classification. Given a drug SMILES string, predict its absorption, distribution, metabolism, or excretion properties. Task type varies by dataset: regression for continuous measurements (e.g., permeability, clearance, half-life) or binary classification for categorical outcomes (e.g., BBB penetration, CYP inhibition). Dataset: cyp1a2_veith. (1) The compound is O=C(NCCc1ccc(Cl)cc1)C1CCN(S(=O)(=O)N2CCC3(CC2)OCCO3)CC1. The result is 0 (non-inhibitor). (2) The compound is Cc1ccccc1-c1cc(-c2ccccc2O)on1. The result is 1 (inhibitor). (3) The drug is CC(C)(C)NC(=O)Cn1cnc([N+](=O)[O-])n1. The result is 0 (non-inhibitor). (4) The result is 0 (non-inhibitor). The compound is O=C(Oc1ccccc1)N1CCC2(CCCN(C(c3ccccc3)c3ccccc3)C2)CC1. (5) The drug is O=C1[C@H]2CC[C@H]3/C(=N\OC[C@@H](O)COCc4ccco4)C[C@@H](O)[C@@H](O)[C@@H]3[C@@H]2C(=O)N1C[C@@H]1CCCO1. The result is 0 (non-inhibitor).